From a dataset of Catalyst prediction with 721,799 reactions and 888 catalyst types from USPTO. Predict which catalyst facilitates the given reaction. (1) Reactant: [S:1](=[O:5])(=O)([OH:3])[OH:2].[CH:6]1[C:15]2[C:16]3[C:25]([C:13]4[C:14]=2[C:9]([CH:10]=[CH:11][CH:12]=4)=[CH:8][CH:7]=1)=[N:24][C:23]1[C:18](=[CH:19][CH:20]=[CH:21][CH:22]=1)[N:17]=3. Product: [CH:6]1[C:15]2[C:16]3[C:25]([C:13]4[C:14]=2[C:9]([CH:10]=[CH:11][CH:12]=4)=[CH:8][C:7]=1[S:1]([OH:3])(=[O:5])=[O:2])=[N:24][C:23]1[C:18](=[CH:19][CH:20]=[CH:21][CH:22]=1)[N:17]=3. The catalyst class is: 6. (2) Reactant: [C:1]([O:5][C:6]([NH:8][C@H:9]([CH:13]([CH:20]1[CH2:25][CH2:24][CH2:23][CH2:22][CH2:21]1)[CH:14]1[CH2:19][CH2:18][CH2:17][CH2:16][CH2:15]1)[C:10]([OH:12])=O)=[O:7])([CH3:4])([CH3:3])[CH3:2].C(N(CC)CC)C.CN(C(ON1N=NC2C=CC=CC1=2)=[N+](C)C)C.F[P-](F)(F)(F)(F)F.Cl.Cl.[NH2:59][CH2:60][C:61]1[CH:62]=[CH:63][C:64]([NH2:67])=[N:65][CH:66]=1. Product: [C:1]([O:5][C:6](=[O:7])[NH:8][C@@H:9]([C:10](=[O:12])[NH:59][CH2:60][C:61]1[CH:66]=[N:65][C:64]([NH2:67])=[CH:63][CH:62]=1)[CH:13]([CH:20]1[CH2:21][CH2:22][CH2:23][CH2:24][CH2:25]1)[CH:14]1[CH2:19][CH2:18][CH2:17][CH2:16][CH2:15]1)([CH3:4])([CH3:2])[CH3:3]. The catalyst class is: 366.